From a dataset of TCR-epitope binding with 47,182 pairs between 192 epitopes and 23,139 TCRs. Binary Classification. Given a T-cell receptor sequence (or CDR3 region) and an epitope sequence, predict whether binding occurs between them. (1) The epitope is CINGVCWTV. The TCR CDR3 sequence is CASSQEGQGAPYEQYF. Result: 1 (the TCR binds to the epitope). (2) The epitope is MLNIPSINV. The TCR CDR3 sequence is CASSLLAASYEQYF. Result: 0 (the TCR does not bind to the epitope). (3) The epitope is AIMTRCLAV. The TCR CDR3 sequence is CASSQLPLDTELFF. Result: 0 (the TCR does not bind to the epitope). (4) The epitope is YLDAYNMMI. The TCR CDR3 sequence is CASSDRAPYLTQHF. Result: 0 (the TCR does not bind to the epitope). (5) The TCR CDR3 sequence is CASSDEYSSYNEQFF. Result: 0 (the TCR does not bind to the epitope). The epitope is YEGNSPFHPL. (6) The epitope is FLNGSCGSV. The TCR CDR3 sequence is CASSLGDRAGGYTF. Result: 0 (the TCR does not bind to the epitope). (7) The epitope is NLDSKVGGNY. The TCR CDR3 sequence is CSAARGHYGYTF. Result: 0 (the TCR does not bind to the epitope). (8) The TCR CDR3 sequence is CASSIELQGGTGELFF. The epitope is IVTDFSVIK. Result: 1 (the TCR binds to the epitope).